Dataset: NCI-60 drug combinations with 297,098 pairs across 59 cell lines. Task: Regression. Given two drug SMILES strings and cell line genomic features, predict the synergy score measuring deviation from expected non-interaction effect. Drug 1: C1=NC2=C(N1)C(=S)N=C(N2)N. Drug 2: C1CCC(C(C1)N)N.C(=O)(C(=O)[O-])[O-].[Pt+4]. Cell line: MOLT-4. Synergy scores: CSS=67.7, Synergy_ZIP=1.32, Synergy_Bliss=-0.381, Synergy_Loewe=-0.802, Synergy_HSA=3.08.